This data is from NCI-60 drug combinations with 297,098 pairs across 59 cell lines. The task is: Regression. Given two drug SMILES strings and cell line genomic features, predict the synergy score measuring deviation from expected non-interaction effect. (1) Drug 1: CC1=C(N=C(N=C1N)C(CC(=O)N)NCC(C(=O)N)N)C(=O)NC(C(C2=CN=CN2)OC3C(C(C(C(O3)CO)O)O)OC4C(C(C(C(O4)CO)O)OC(=O)N)O)C(=O)NC(C)C(C(C)C(=O)NC(C(C)O)C(=O)NCCC5=NC(=CS5)C6=NC(=CS6)C(=O)NCCC[S+](C)C)O. Drug 2: CN(CCCl)CCCl.Cl. Cell line: OVCAR3. Synergy scores: CSS=21.7, Synergy_ZIP=-3.21, Synergy_Bliss=3.70, Synergy_Loewe=-2.51, Synergy_HSA=0.658. (2) Drug 1: CC12CCC(CC1=CCC3C2CCC4(C3CC=C4C5=CN=CC=C5)C)O. Drug 2: CC1=C(C=C(C=C1)C(=O)NC2=CC(=CC(=C2)C(F)(F)F)N3C=C(N=C3)C)NC4=NC=CC(=N4)C5=CN=CC=C5. Cell line: SNB-19. Synergy scores: CSS=0.151, Synergy_ZIP=0.726, Synergy_Bliss=0.290, Synergy_Loewe=-2.52, Synergy_HSA=-2.50. (3) Synergy scores: CSS=36.2, Synergy_ZIP=0.753, Synergy_Bliss=1.41, Synergy_Loewe=-19.1, Synergy_HSA=1.29. Cell line: DU-145. Drug 1: CCC1=C2CN3C(=CC4=C(C3=O)COC(=O)C4(CC)O)C2=NC5=C1C=C(C=C5)O. Drug 2: CC1C(C(CC(O1)OC2CC(OC(C2O)C)OC3=CC4=CC5=C(C(=O)C(C(C5)C(C(=O)C(C(C)O)O)OC)OC6CC(C(C(O6)C)O)OC7CC(C(C(O7)C)O)OC8CC(C(C(O8)C)O)(C)O)C(=C4C(=C3C)O)O)O)O. (4) Drug 1: C1CC(=O)NC(=O)C1N2CC3=C(C2=O)C=CC=C3N. Drug 2: CCC1(CC2CC(C3=C(CCN(C2)C1)C4=CC=CC=C4N3)(C5=C(C=C6C(=C5)C78CCN9C7C(C=CC9)(C(C(C8N6C)(C(=O)OC)O)OC(=O)C)CC)OC)C(=O)OC)O.OS(=O)(=O)O. Cell line: NCI-H226. Synergy scores: CSS=27.4, Synergy_ZIP=-1.71, Synergy_Bliss=0.155, Synergy_Loewe=-30.8, Synergy_HSA=1.32. (5) Cell line: LOX IMVI. Drug 1: COC1=C(C=C2C(=C1)N=CN=C2NC3=CC(=C(C=C3)F)Cl)OCCCN4CCOCC4. Drug 2: CC12CCC3C(C1CCC2O)C(CC4=C3C=CC(=C4)O)CCCCCCCCCS(=O)CCCC(C(F)(F)F)(F)F. Synergy scores: CSS=5.46, Synergy_ZIP=-3.99, Synergy_Bliss=-2.46, Synergy_Loewe=-3.30, Synergy_HSA=-1.62.